Dataset: Full USPTO retrosynthesis dataset with 1.9M reactions from patents (1976-2016). Task: Predict the reactants needed to synthesize the given product. (1) Given the product [I:1][C:2]1[CH:3]=[CH:4][C:5]2[CH:19]3[CH2:18][CH:17]([CH2:20]3)[C:8]3[N:9]([CH3:22])[C:10]([C:12]([O:14][CH2:15][CH3:16])=[O:13])=[N:11][C:7]=3[C:6]=2[CH:21]=1, predict the reactants needed to synthesize it. The reactants are: [I:1][C:2]1[CH:3]=[CH:4][C:5]2[CH:19]3[CH2:20][CH:17]([CH2:18]3)[C:8]3[NH:9][C:10]([C:12]([O:14][CH2:15][CH3:16])=[O:13])=[N:11][C:7]=3[C:6]=2[CH:21]=1.[C:22](=O)([O-])[O-].[K+].[K+].CI. (2) Given the product [Br:1][C:2]1[CH:3]=[C:4]([NH2:5])[CH:6]=[C:7]([N:24]2[CH:28]=[CH:27][CH:26]=[N:25]2)[CH:8]=1, predict the reactants needed to synthesize it. The reactants are: [Br:1][C:2]1[CH:3]=[C:4]([CH:6]=[C:7](Br)[CH:8]=1)[NH2:5].N1CCC[C@H]1C(O)=O.C([O-])([O-])=O.[Cs+].[Cs+].[NH:24]1[CH:28]=[CH:27][CH:26]=[N:25]1. (3) Given the product [CH:1]1([N:7]([CH:11]2[CH2:16][CH2:15][CH2:14][CH2:13][CH2:12]2)[C:8]([NH:23][C:21]([NH:20][CH2:19][C:18]([F:25])([F:24])[F:17])=[O:22])=[O:9])[CH2:6][CH2:5][CH2:4][CH2:3][CH2:2]1, predict the reactants needed to synthesize it. The reactants are: [CH:1]1([N:7]([CH:11]2[CH2:16][CH2:15][CH2:14][CH2:13][CH2:12]2)[C:8](Cl)=[O:9])[CH2:6][CH2:5][CH2:4][CH2:3][CH2:2]1.[F:17][C:18]([F:25])([F:24])[CH2:19][NH:20][C:21]([NH2:23])=[O:22]. (4) Given the product [CH:2]([C:3]1([CH2:6][NH:7][C:8](=[O:14])[O:9][C:10]([CH3:12])([CH3:11])[CH3:13])[CH2:5][CH2:4]1)=[O:1], predict the reactants needed to synthesize it. The reactants are: [OH:1][CH2:2][C:3]1([CH2:6][NH:7][C:8](=[O:14])[O:9][C:10]([CH3:13])([CH3:12])[CH3:11])[CH2:5][CH2:4]1.C1C=C[NH+]=CC=1.[O-][Cr](Cl)(=O)=O.C(OCC)C.